This data is from Full USPTO retrosynthesis dataset with 1.9M reactions from patents (1976-2016). The task is: Predict the reactants needed to synthesize the given product. (1) Given the product [F:13][C:14]1[CH:15]=[CH:16][C:17]([CH2:18][NH:19][C:20]([NH:1][C:2]2[CH:11]=[C:10]3[C:5]([C:6](=[O:12])[NH:7][CH:8]=[N:9]3)=[CH:4][CH:3]=2)=[O:21])=[CH:22][CH:23]=1, predict the reactants needed to synthesize it. The reactants are: [NH2:1][C:2]1[CH:11]=[C:10]2[C:5]([C:6](=[O:12])[NH:7][CH:8]=[N:9]2)=[CH:4][CH:3]=1.[F:13][C:14]1[CH:23]=[CH:22][C:17]([CH2:18][N:19]=[C:20]=[O:21])=[CH:16][CH:15]=1. (2) Given the product [C:2]([C:6]1[CH:27]=[CH:26][CH:25]=[CH:24][C:7]=1[O:8][CH2:9][CH2:10][N:11]([CH3:23])[C:12]([C:14]1[C:22]2[CH2:21][CH2:20][N:19]([CH3:28])[CH2:18][C:17]=2[NH:16][N:15]=1)=[O:13])([CH3:5])([CH3:3])[CH3:4], predict the reactants needed to synthesize it. The reactants are: Cl.[C:2]([C:6]1[CH:27]=[CH:26][CH:25]=[CH:24][C:7]=1[O:8][CH2:9][CH2:10][N:11]([CH3:23])[C:12]([C:14]1[C:22]2[CH2:21][CH2:20][NH:19][CH2:18][C:17]=2[NH:16][N:15]=1)=[O:13])([CH3:5])([CH3:4])[CH3:3].[CH2:28]=O. (3) Given the product [Br:1][CH2:2][C:3]1[N:4]=[CH:5][C:6]([C:9]([OH:11])=[O:10])=[N:7][CH:8]=1, predict the reactants needed to synthesize it. The reactants are: [Br:1][CH2:2][C:3]1[N:4]=[CH:5][C:6]([C:9]([O:11]C)=[O:10])=[N:7][CH:8]=1.C[Si](C)(C)[O-].[K+].Cl. (4) Given the product [CH2:35]([C@H:38]1[CH2:43][CH2:42][C@H:41]([CH:44]2[CH2:49][CH2:48][C:47](=[CH:9][CH2:8][CH:3]3[O:2][CH2:7][CH2:6][CH2:5][O:4]3)[CH2:46][CH2:45]2)[CH2:40][CH2:39]1)[CH2:36][CH3:37], predict the reactants needed to synthesize it. The reactants are: [Br-].[O:2]1[CH2:7][CH2:6][CH2:5][O:4][CH:3]1[CH2:8][CH2:9][P+](C1C=CC=CC=1)(C1C=CC=CC=1)C1C=CC=CC=1.CC([O-])(C)C.[K+].[CH2:35]([C@H:38]1[CH2:43][CH2:42][C@H:41]([CH:44]2[CH2:49][CH2:48][C:47](=O)[CH2:46][CH2:45]2)[CH2:40][CH2:39]1)[CH2:36][CH3:37]. (5) Given the product [Cl:12][C:5]1[C:4]2[C:9](=[CH:10][CH:11]=[C:2]([C:13]#[N:14])[CH:3]=2)[CH:8]=[N:7][CH:6]=1, predict the reactants needed to synthesize it. The reactants are: Br[C:2]1[CH:3]=[C:4]2[C:9](=[CH:10][CH:11]=1)[CH:8]=[N:7][CH:6]=[C:5]2[Cl:12].[CH3:13][N:14](C=O)C. (6) Given the product [CH2:1]([O:8][C:29]1[CH:30]=[C:31]2[C:26](=[CH:27][CH:28]=1)[N:25]([CH2:33][C:34]([OH:36])=[O:35])[CH:24]=[C:23]2[C:20](=[O:22])[NH2:21])[C:2]1[CH:7]=[CH:6][CH:5]=[CH:4][CH:3]=1, predict the reactants needed to synthesize it. The reactants are: [CH2:1]([O:8]C1C=C2C(=CC=1)NC=C2C=O)[C:2]1[CH:7]=[CH:6][CH:5]=[CH:4][CH:3]=1.[C:20]([C:23]1[C:31]2[C:26](=[CH:27][CH:28]=[C:29](Cl)[CH:30]=2)[N:25]([CH2:33][C:34]([OH:36])=[O:35])[CH:24]=1)(=[O:22])[NH2:21]. (7) Given the product [F:1][C:2]1[C:7]([F:8])=[C:6]([CH3:9])[CH:5]=[C:4]([I:10])[C:3]=1[NH:11][C:12]([NH:14][CH:15]1[CH2:16][CH2:17][N:18]([C:21]([O:23][C:24]([CH3:27])([CH3:26])[CH3:25])=[O:22])[CH2:19][CH2:20]1)=[O:13], predict the reactants needed to synthesize it. The reactants are: [F:1][C:2]1[C:7]([F:8])=[C:6]([CH3:9])[CH:5]=[C:4]([I:10])[C:3]=1[N:11]=[C:12]=[O:13].[NH2:14][CH:15]1[CH2:20][CH2:19][N:18]([C:21]([O:23][C:24]([CH3:27])([CH3:26])[CH3:25])=[O:22])[CH2:17][CH2:16]1. (8) Given the product [NH2:1][C:2]1[C:11]2[C:6](=[CH:7][CH:8]=[CH:9][C:10]=2[O:12][CH2:13][C@@H:14]([NH:17][C:33](=[O:34])[C:32]2[CH:36]=[CH:37][C:29]([O:28][CH2:27][CH2:26][CH2:25][OH:24])=[C:30]([O:38][CH3:39])[CH:31]=2)[CH2:15][CH3:16])[N:5]=[C:4]([CH3:18])[C:3]=1[C:19]([O:21][CH2:22][CH3:23])=[O:20], predict the reactants needed to synthesize it. The reactants are: [NH2:1][C:2]1[C:11]2[C:6](=[CH:7][CH:8]=[CH:9][C:10]=2[O:12][CH2:13][C@@H:14]([NH2:17])[CH2:15][CH3:16])[N:5]=[C:4]([CH3:18])[C:3]=1[C:19]([O:21][CH2:22][CH3:23])=[O:20].[OH:24][CH2:25][CH2:26][CH2:27][O:28][C:29]1[CH:37]=[CH:36][C:32]([C:33](O)=[O:34])=[CH:31][C:30]=1[O:38][CH3:39]. (9) Given the product [CH3:3][N:2]([CH3:1])[CH2:4][C:5]1([C:11]2[CH:16]=[CH:15][C:14]([O:17][CH2:25][CH2:24][CH:20]3[CH2:21][CH2:22][CH2:23][N:19]3[CH3:18])=[CH:13][CH:12]=2)[CH2:6][CH2:7][O:8][CH2:9][CH2:10]1, predict the reactants needed to synthesize it. The reactants are: [CH3:1][N:2]([CH2:4][C:5]1([C:11]2[CH:16]=[CH:15][C:14]([OH:17])=[CH:13][CH:12]=2)[CH2:10][CH2:9][O:8][CH2:7][CH2:6]1)[CH3:3].[CH3:18][N:19]1[CH2:23][CH2:22][CH2:21][CH:20]1[CH2:24][CH2:25]O.C1C=CC(P(C2C=CC=CC=2)C2C=CC=CC=2)=CC=1.CC(OC(/N=N/C(OC(C)C)=O)=O)C.